This data is from Forward reaction prediction with 1.9M reactions from USPTO patents (1976-2016). The task is: Predict the product of the given reaction. (1) Given the reactants [C:1]([N:4]1[C:13]2[C:8](=[CH:9][C:10]([C:15]3[CH:20]=[CH:19][C:18]([S:21]([CH3:24])(=[O:23])=[O:22])=[CH:17][CH:16]=3)=[C:11]([NH2:14])[CH:12]=2)[N:7]([C:25]([O:27][CH:28]([CH3:30])[CH3:29])=[O:26])[CH2:6][C@@H:5]1[CH3:31])(=[O:3])[CH3:2].Cl[C:33]([O:35][CH3:36])=[O:34].C(OC(=O)C)(=O)C.C(NC1C=C2C(=CC=1C1C=NN(C3CC3)C=1)N(C(OC(C)C)=O)C[C@H](C)N2C(=O)C)(=O)C, predict the reaction product. The product is: [C:1]([N:4]1[C:13]2[C:8](=[CH:9][C:10]([C:15]3[CH:16]=[CH:17][C:18]([S:21]([CH3:24])(=[O:23])=[O:22])=[CH:19][CH:20]=3)=[C:11]([NH:14][C:33]([O:35][CH3:36])=[O:34])[CH:12]=2)[N:7]([C:25]([O:27][CH:28]([CH3:30])[CH3:29])=[O:26])[CH2:6][C@@H:5]1[CH3:31])(=[O:3])[CH3:2]. (2) The product is: [Br:30][C:31]1[CH:32]=[C:33]([CH2:39][NH:40][C:24](=[O:26])[CH2:23][CH2:22][C:21]([NH:20][CH2:19][C:10]2[C:11]([NH:12][CH:13]3[CH2:14][CH2:15][O:16][CH2:17][CH2:18]3)=[C:6]3[CH:5]=[N:4][N:3]([CH2:1][CH3:2])[C:7]3=[N:8][C:9]=2[CH2:28][CH3:29])=[O:27])[CH:34]=[CH:35][C:36]=1[O:37][CH3:38]. Given the reactants [CH2:1]([N:3]1[C:7]2=[N:8][C:9]([CH2:28][CH3:29])=[C:10]([CH2:19][NH:20][C:21](=[O:27])[CH2:22][CH2:23][C:24]([OH:26])=O)[C:11]([NH:12][CH:13]3[CH2:18][CH2:17][O:16][CH2:15][CH2:14]3)=[C:6]2[CH:5]=[N:4]1)[CH3:2].[Br:30][C:31]1[CH:32]=[C:33]([CH2:39][NH2:40])[CH:34]=[CH:35][C:36]=1[O:37][CH3:38].CN(C(ON1N=NC2C=CC=NC1=2)=[N+](C)C)C.F[P-](F)(F)(F)(F)F.C(N(CC)CC)C, predict the reaction product.